The task is: Predict the product of the given reaction.. This data is from Forward reaction prediction with 1.9M reactions from USPTO patents (1976-2016). (1) Given the reactants C1C2CC3N([O])C(C2)CC1C3.[Br-].[K+].[OH:14][CH2:15][C@H:16]1[O:21][C:20]([CH3:23])([CH3:22])[O:19][C@@H:18]([CH2:24][C:25]([O:27][C:28]([CH3:31])([CH3:30])[CH3:29])=[O:26])[CH2:17]1.Cl[O-].[Na+], predict the reaction product. The product is: [CH:15]([C@H:16]1[O:21][C:20]([CH3:23])([CH3:22])[O:19][C@@H:18]([CH2:24][C:25]([O:27][C:28]([CH3:31])([CH3:30])[CH3:29])=[O:26])[CH2:17]1)=[O:14]. (2) Given the reactants [CH3:1][C:2]1[NH:11][C:10](=O)[C:9]2[C:4](=[CH:5][CH:6]=[CH:7][CH:8]=2)[N:3]=1.P(Cl)(Cl)([Cl:15])=O.CN(C)C1C=CC=CC=1, predict the reaction product. The product is: [Cl:15][C:10]1[C:9]2[C:4](=[CH:5][CH:6]=[CH:7][CH:8]=2)[N:3]=[C:2]([CH3:1])[N:11]=1.